From a dataset of Reaction yield outcomes from USPTO patents with 853,638 reactions. Predict the reaction yield, written as a fraction of the theoretical maximum amount of product (1.0 means a 100% yield; for example, 0.34 means a 34% yield). The reactants are [N:1]1([C:12]([O:14][C:15]([CH3:18])([CH3:17])[CH3:16])=[O:13])[CH2:6][CH2:5][CH:4]([C:7]([O:9][CH2:10][CH3:11])=[O:8])[CH2:3][CH2:2]1.[Li+].[CH3:20][CH:21]([N-]C(C)C)[CH3:22].C(Br)C=C.CCCCCC. The catalyst is C1COCC1. The product is [CH2:22]([C:4]1([C:7]([O:9][CH2:10][CH3:11])=[O:8])[CH2:3][CH2:2][N:1]([C:12]([O:14][C:15]([CH3:17])([CH3:16])[CH3:18])=[O:13])[CH2:6][CH2:5]1)[CH:21]=[CH2:20]. The yield is 0.870.